From a dataset of Full USPTO retrosynthesis dataset with 1.9M reactions from patents (1976-2016). Predict the reactants needed to synthesize the given product. Given the product [Cl:31][C:15]1[CH:14]=[CH:8][C:7]([NH:3][C:4]2[CH:5]=[CH:25][CH:26]=[CH:27][CH:6]=2)=[CH:9][C:47]=1[C:45]([NH:33][CH2:34][C:35]1([OH:41])[CH2:40][CH2:39][CH2:38][CH2:37][CH2:36]1)=[O:46], predict the reactants needed to synthesize it. The reactants are: CC[N:3]([CH:7]([CH3:9])[CH3:8])[CH:4]([CH3:6])[CH3:5].C1C=CC2N(O)N=N[C:14]=2[CH:15]=1.CCN=C=N[CH2:25][CH2:26][CH2:27]N(C)C.[ClH:31].Cl.[NH2:33][CH2:34][C:35]1([OH:41])[CH2:40][CH2:39][CH2:38][CH2:37][CH2:36]1.CCO[C:45]([CH3:47])=[O:46].